From a dataset of Full USPTO retrosynthesis dataset with 1.9M reactions from patents (1976-2016). Predict the reactants needed to synthesize the given product. (1) Given the product [CH3:22][C:11]1[CH:12]=[C:13]([C:16]2[O:17][CH:18]=[C:19]([CH3:21])[N:20]=2)[CH:14]=[CH:15][C:10]=1[C:9]([OH:23])=[O:8], predict the reactants needed to synthesize it. The reactants are: C([O:8][C:9](=[O:23])[C:10]1[CH:15]=[CH:14][C:13]([C:16]2[O:17][CH:18]=[C:19]([CH3:21])[N:20]=2)=[CH:12][C:11]=1[CH3:22])C1C=CC=CC=1.[OH-].[Na+]. (2) Given the product [Cl:20][C:4]1[CH:3]=[C:2]([NH:26][CH:21]2[CH2:25][CH2:24][CH2:23][CH2:22]2)[N:7]2[N:8]=[C:9]([NH:11][C:12](=[O:19])[C:13]3[CH:18]=[CH:17][CH:16]=[N:15][CH:14]=3)[N:10]=[C:6]2[CH:5]=1, predict the reactants needed to synthesize it. The reactants are: Cl[C:2]1[N:7]2[N:8]=[C:9]([NH:11][C:12](=[O:19])[C:13]3[CH:18]=[CH:17][CH:16]=[N:15][CH:14]=3)[N:10]=[C:6]2[CH:5]=[C:4]([Cl:20])[CH:3]=1.[CH:21]1([NH2:26])[CH2:25][CH2:24][CH2:23][CH2:22]1.